The task is: Predict the reactants needed to synthesize the given product.. This data is from Full USPTO retrosynthesis dataset with 1.9M reactions from patents (1976-2016). (1) Given the product [F:32][C:29]1[CH:30]=[CH:31][C:25]2[N:24]=[C:23]([C:18]3[C:17]4[C:16]5[C:11](=[CH:12][CH:13]=[CH:14][CH:15]=5)[N:10]([C:8]5[CH:7]=[CH:6][C:3]([C:4]([NH2:5])=[O:48])=[C:2]([NH:39][CH2:40][CH2:41][C:42]6[CH:43]=[N:44][CH:45]=[CH:46][CH:47]=6)[CH:9]=5)[C:22]=4[CH:21]=[CH:20][CH:19]=3)[NH:27][C:26]=2[CH:28]=1, predict the reactants needed to synthesize it. The reactants are: F[C:2]1[CH:9]=[C:8]([N:10]2[C:22]3[CH:21]=[CH:20][CH:19]=[C:18]([C:23]4[NH:27][C:26]5[CH:28]=[C:29]([F:32])[CH:30]=[CH:31][C:25]=5[N:24]=4)[C:17]=3[C:16]3[C:11]2=[CH:12][CH:13]=[CH:14][CH:15]=3)[CH:7]=[CH:6][C:3]=1[C:4]#[N:5].C(=O)([O-])[O-].[K+].[K+].[NH2:39][CH2:40][CH2:41][C:42]1[CH:43]=[N:44][CH:45]=[CH:46][CH:47]=1.[OH-:48].[Na+].OO. (2) Given the product [NH:12]1[C:13]2[C:18](=[CH:17][CH:16]=[CH:15][CH:14]=2)[CH:19]=[C:11]1[C:9]([N:3]1[CH2:4][C@@H:5]2[CH2:8][C@H:2]1[CH2:7][N:6]2[CH3:24])=[O:10], predict the reactants needed to synthesize it. The reactants are: Cl.[C@H:2]12[CH2:8][C@H:5]([NH:6][CH2:7]1)[CH2:4][N:3]2[C:9]([C:11]1[NH:12][C:13]2[C:18]([CH:19]=1)=[CH:17][CH:16]=[CH:15][CH:14]=2)=[O:10].C=O.[BH-](OC(C)=O)(OC(C)=O)O[C:24](C)=O.[Na+]. (3) Given the product [C:24]1([C@@H:25]([OH:41])[CH2:20][NH:21][C:2]2[CH:7]=[C:6]([C:8]3[CH:13]=[CH:12][C:11]([O:14][C:15]([F:18])([F:17])[F:16])=[CH:10][CH:9]=3)[N:5]=[CH:4][N:3]=2)[CH:34]=[CH:35][CH:30]=[CH:31][CH:32]=1, predict the reactants needed to synthesize it. The reactants are: Cl[C:2]1[CH:7]=[C:6]([C:8]2[CH:13]=[CH:12][C:11]([O:14][C:15]([F:18])([F:17])[F:16])=[CH:10][CH:9]=2)[N:5]=[CH:4][N:3]=1.Cl[C:20]1[CH:25]=[C:24](Cl)N=C[N:21]=1.FC(F)(F)O[C:30]1[CH:35]=[CH:34]C(B(O)O)=[CH:32][CH:31]=1.[O-:41]P([O-])([O-])=O.[K+].[K+].[K+]. (4) Given the product [Br:1][C:2]1[CH:7]=[CH:6][CH:5]=[CH:4][C:3]=1[CH2:8][CH2:9][C:10]([C:12]1[CH:17]=[CH:16][CH:15]=[C:14]([CH:18]2[O:19][CH2:20][CH2:21][O:22]2)[CH:13]=1)=[O:11], predict the reactants needed to synthesize it. The reactants are: [Br:1][C:2]1[CH:7]=[CH:6][CH:5]=[CH:4][C:3]=1[CH2:8][CH2:9][CH:10]([C:12]1[CH:17]=[CH:16][CH:15]=[C:14]([CH:18]2[O:22][CH2:21][CH2:20][O:19]2)[CH:13]=1)[OH:11].[Cr](Cl)([O-])(=O)=O.[NH+]1C=CC=CC=1.C(OCC)C. (5) Given the product [C:1]1([S:7]([NH:10][C:11]2[CH:18]=[CH:17][C:14]([CH:15]=[O:16])=[CH:13][C:12]=2[O:19][CH3:20])(=[O:9])=[O:8])[CH:2]=[CH:3][CH:4]=[CH:5][CH:6]=1, predict the reactants needed to synthesize it. The reactants are: [C:1]1([S:7]([NH:10][C:11]2[CH:18]=[CH:17][C:14]([CH2:15][OH:16])=[CH:13][C:12]=2[O:19][CH3:20])(=[O:9])=[O:8])[CH:6]=[CH:5][CH:4]=[CH:3][CH:2]=1. (6) Given the product [Cl:20][C:17]1[CH:18]=[CH:19][C:14]([S:13][C:12]2[N:11]([CH3:21])[C:10]([C:22]3[CH:27]=[CH:26][CH:25]=[CH:24][N:23]=3)=[N:9][C:8]=2[C:5]2[CH:6]=[CH:7][C:2]([C:33]3[S:34][CH:35]=[CH:36][N:37]=3)=[CH:3][CH:4]=2)=[CH:15][CH:16]=1, predict the reactants needed to synthesize it. The reactants are: Br[C:2]1[CH:7]=[CH:6][C:5]([C:8]2[N:9]=[C:10]([C:22]3[CH:27]=[CH:26][CH:25]=[CH:24][N:23]=3)[N:11]([CH3:21])[C:12]=2[S:13][C:14]2[CH:19]=[CH:18][C:17]([Cl:20])=[CH:16][CH:15]=2)=[CH:4][CH:3]=1.C([Sn](CCCC)(CCCC)[C:33]1[S:34][CH:35]=[CH:36][N:37]=1)CCC.